From a dataset of Reaction yield outcomes from USPTO patents with 853,638 reactions. Predict the reaction yield, written as a fraction of the theoretical maximum amount of product (1.0 means a 100% yield; for example, 0.34 means a 34% yield). (1) The reactants are [C:1]1([CH3:10])[CH:6]=[CH:5][C:4]([C:7](Cl)=[O:8])=[CH:3][CH:2]=1.[C:11]([NH2:15])([CH3:14])([CH3:13])[CH3:12].O. The catalyst is C(Cl)Cl. The product is [C:11]([NH:15][C:7](=[O:8])[C:4]1[CH:5]=[CH:6][C:1]([CH3:10])=[CH:2][CH:3]=1)([CH3:14])([CH3:13])[CH3:12]. The yield is 0.951. (2) The reactants are [C:1]([C:3]1[CH:12]=[CH:11][C:10]2[C:5](=[CH:6][CH:7]=[C:8]([OH:13])[CH:9]=2)[N:4]=1)#[N:2].[CH3:14][CH2:15][O:16][P:17](Cl)([O:19][CH2:20][CH3:21])=[O:18].C(N(CC)CC)C. The catalyst is C(Cl)Cl. The product is [P:17]([O:13][C:8]1[CH:9]=[C:10]2[C:5](=[CH:6][CH:7]=1)[N:4]=[C:3]([C:1]#[N:2])[CH:12]=[CH:11]2)([O:19][CH2:20][CH3:21])([O:16][CH2:15][CH3:14])=[O:18]. The yield is 0.910. (3) The reactants are [H-].[Na+].[C:3]1([OH:9])[CH:8]=[CH:7][CH:6]=[CH:5][CH:4]=1.Cl[C:11]1[C:20]([N+:21]([O-:23])=[O:22])=[C:19]([NH:24][CH2:25][CH2:26][O:27][CH2:28][CH2:29][CH2:30][C:31]2[CH:32]=[N:33][CH:34]=[CH:35][CH:36]=2)[C:18]2[CH2:17][CH2:16][CH2:15][CH2:14][C:13]=2[N:12]=1. The catalyst is COCCOCCOC. The product is [N+:21]([C:20]1[C:11]([O:9][C:3]2[CH:8]=[CH:7][CH:6]=[CH:5][CH:4]=2)=[N:12][C:13]2[CH2:14][CH2:15][CH2:16][CH2:17][C:18]=2[C:19]=1[NH:24][CH2:25][CH2:26][O:27][CH2:28][CH2:29][CH2:30][C:31]1[CH:32]=[N:33][CH:34]=[CH:35][CH:36]=1)([O-:23])=[O:22]. The yield is 0.710. (4) The reactants are [NH2:1][CH2:2][C:3]1[CH:8]=[CH:7][C:6]([C:9]2[C:10]([NH2:25])=[N:11][C:12]([NH2:24])=[N:13][C:14]=2[CH2:15][O:16][CH2:17][C:18]2[CH:23]=[CH:22][CH:21]=[CH:20][CH:19]=2)=[CH:5][CH:4]=1.C(N(C(C)C)CC)(C)C.F[C:36]1[CH:41]=[CH:40][C:39]([N+:42]([O-:44])=[O:43])=[CH:38][CH:37]=1. The catalyst is CN1C(=O)CCC1. The product is [CH2:17]([O:16][CH2:15][C:14]1[N:13]=[C:12]([NH2:24])[N:11]=[C:10]([NH2:25])[C:9]=1[C:6]1[CH:5]=[CH:4][C:3]([CH2:2][NH:1][C:36]2[CH:41]=[CH:40][C:39]([N+:42]([O-:44])=[O:43])=[CH:38][CH:37]=2)=[CH:8][CH:7]=1)[C:18]1[CH:19]=[CH:20][CH:21]=[CH:22][CH:23]=1. The yield is 0.240. (5) The reactants are [O:1]1[CH:5]=[CH:4][CH:3]=[C:2]1[C:6]1[CH:7]=[C:8]([O:16][CH3:17])[C:9]([O:14][CH3:15])=[C:10]([CH:13]=1)[C:11]#[N:12].CON(C)[C:21](=[O:37])[CH:22]([O:35][CH3:36])[C:23]1[CH:28]=[CH:27][C:26]([C:29]2[O:30][C:31]([CH3:34])=[N:32][N:33]=2)=[CH:25][CH:24]=1. No catalyst specified. The product is [CH3:15][O:14][C:9]1[C:8]([O:16][CH3:17])=[CH:7][C:6]([C:2]2[O:1][C:5]([C:21](=[O:37])[CH:22]([O:35][CH3:36])[C:23]3[CH:24]=[CH:25][C:26]([C:29]4[O:30][C:31]([CH3:34])=[N:32][N:33]=4)=[CH:27][CH:28]=3)=[CH:4][CH:3]=2)=[CH:13][C:10]=1[C:11]#[N:12]. The yield is 0.130. (6) The reactants are C([NH:9][C:10]([NH:12][C:13]1[C:18]([Br:19])=[CH:17][C:16]([F:20])=[CH:15][C:14]=1[Br:21])=[S:11])(=O)C1C=CC=CC=1.C[O-].[Na+]. The catalyst is CO. The product is [Br:19][C:18]1[CH:17]=[C:16]([F:20])[CH:15]=[C:14]([Br:21])[C:13]=1[NH:12][C:10]([NH2:9])=[S:11]. The yield is 0.990.